From a dataset of Catalyst prediction with 721,799 reactions and 888 catalyst types from USPTO. Predict which catalyst facilitates the given reaction. (1) Reactant: Br[C:2]1[CH:7]=[CH:6][C:5]([CH2:8][C:9]([NH:11][C:12]2[CH:17]=[CH:16][C:15]([C:18]3[CH:23]=[CH:22][CH:21]=[CH:20][CH:19]=3)=[CH:14][N:13]=2)=[O:10])=[CH:4][C:3]=1[C:24]([F:27])([F:26])[F:25].[CH3:28][C:29]1[CH:34]=[C:33](B(O)O)[CH:32]=[CH:31][N:30]=1.C1(C)C=CC=CC=1.C([O-])([O-])=O.[Na+].[Na+]. Product: [CH3:28][C:29]1[CH:34]=[C:33]([C:2]2[CH:7]=[CH:6][C:5]([CH2:8][C:9]([NH:11][C:12]3[CH:17]=[CH:16][C:15]([C:18]4[CH:23]=[CH:22][CH:21]=[CH:20][CH:19]=4)=[CH:14][N:13]=3)=[O:10])=[CH:4][C:3]=2[C:24]([F:27])([F:26])[F:25])[CH:32]=[CH:31][N:30]=1. The catalyst class is: 461. (2) Product: [CH3:1][O:2][C:3]1[CH:4]=[C:5]2[C:10](=[CH:11][C:12]=1[O:13][CH3:14])[N:9]=[CH:8][CH:7]=[C:6]2[O:15][C:16]1[C:22]([CH3:23])=[CH:21][C:19]([NH:20][C:43](=[O:49])[O:44][CH2:45][CH2:60][CH2:59][S:58][C:55]2[CH:56]=[CH:57][C:52]([Cl:51])=[CH:53][C:54]=2[CH3:63])=[C:18]([CH3:24])[CH:17]=1. Reactant: [CH3:1][O:2][C:3]1[CH:4]=[C:5]2[C:10](=[CH:11][C:12]=1[O:13][CH3:14])[N:9]=[CH:8][CH:7]=[C:6]2[O:15][C:16]1[C:22]([CH3:23])=[CH:21][C:19]([NH2:20])=[C:18]([CH3:24])[CH:17]=1.C1(C)C=CC=CC=1.C(N(CC)CC)C.ClC(Cl)(O[C:43](=[O:49])[O:44][C:45](Cl)(Cl)Cl)Cl.[Cl:51][C:52]1[CH:57]=[CH:56][C:55]([S:58][CH2:59][CH2:60]CO)=[C:54]([CH3:63])[CH:53]=1. The catalyst class is: 2. (3) Reactant: [C:1]([C:3]1[CH:19]=[CH:18][C:6]([O:7][CH2:8][CH2:9][CH2:10][CH2:11][CH2:12][C:13]([O:15]CC)=[O:14])=[C:5]([CH2:20][N:21]([CH:35]([CH3:37])[CH3:36])[C:22](=[O:34])[C:23]2[CH:28]=[CH:27][C:26]([C:29]3[O:30][CH:31]=[CH:32][CH:33]=3)=[CH:25][CH:24]=2)[CH:4]=1)#[N:2].O.[OH-].[Li+].Cl. Product: [C:1]([C:3]1[CH:19]=[CH:18][C:6]([O:7][CH2:8][CH2:9][CH2:10][CH2:11][CH2:12][C:13]([OH:15])=[O:14])=[C:5]([CH2:20][N:21]([CH:35]([CH3:37])[CH3:36])[C:22](=[O:34])[C:23]2[CH:24]=[CH:25][C:26]([C:29]3[O:30][CH:31]=[CH:32][CH:33]=3)=[CH:27][CH:28]=2)[CH:4]=1)#[N:2]. The catalyst class is: 20. (4) Reactant: [OH:1][C:2]1[C:3]([CH3:18])=[C:4]2[C:9](=[C:10]([CH3:13])[C:11]=1[CH3:12])[O:8][C:7]([CH3:17])([C:14](O)=[O:15])[CH2:6][CH2:5]2.[H-].[H-].[H-].[H-].[Li+].[Al+3]. Product: [OH:15][CH2:14][C:7]1([CH3:17])[CH2:6][CH2:5][C:4]2[C:9](=[C:10]([CH3:13])[C:11]([CH3:12])=[C:2]([OH:1])[C:3]=2[CH3:18])[O:8]1. The catalyst class is: 1.